Dataset: Full USPTO retrosynthesis dataset with 1.9M reactions from patents (1976-2016). Task: Predict the reactants needed to synthesize the given product. (1) Given the product [CH3:1][O:2][C:3](=[O:30])[C:4]1[CH:9]=[C:8]([NH2:10])[C:7]([N:13]2[CH2:18][CH2:17][N:16]([C:19]3[CH:24]=[CH:23][CH:22]=[CH:21][C:20]=3[CH3:25])[CH2:15][CH2:14]2)=[CH:6][C:5]=1[C:26]([F:28])([F:29])[F:27], predict the reactants needed to synthesize it. The reactants are: [CH3:1][O:2][C:3](=[O:30])[C:4]1[CH:9]=[C:8]([N+:10]([O-])=O)[C:7]([N:13]2[CH2:18][CH2:17][N:16]([C:19]3[CH:24]=[CH:23][CH:22]=[CH:21][C:20]=3[CH3:25])[CH2:15][CH2:14]2)=[CH:6][C:5]=1[C:26]([F:29])([F:28])[F:27]. (2) Given the product [N:13]1[CH:14]=[CH:15][CH:16]=[CH:17][C:12]=1[CH2:11][S:10][C:7]1[CH:8]=[CH:9][C:4]([NH2:1])=[CH:5][CH:6]=1, predict the reactants needed to synthesize it. The reactants are: [N+:1]([C:4]1[CH:9]=[CH:8][C:7]([S:10][CH2:11][C:12]2[CH:17]=[CH:16][CH:15]=[CH:14][N:13]=2)=[CH:6][CH:5]=1)([O-])=O.[Cl-].[Ca+2].[Cl-]. (3) Given the product [F:1][C:2]1[CH:7]=[CH:6][C:5]([F:8])=[CH:4][C:3]=1[C@H:9]1[CH2:13][CH2:12][CH2:11][N:10]1[C:14]1[CH:19]=[CH:18][N:17]2[N:20]=[CH:21][C:22](/[CH:23]=[CH:24]/[C:25]([N:64]3[CH2:65][CH2:66][CH2:67][N:61]([C:68]([O:70][C:71]([CH3:74])([CH3:73])[CH3:72])=[O:69])[CH2:62][CH2:63]3)=[O:26])=[C:16]2[N:15]=1, predict the reactants needed to synthesize it. The reactants are: [F:1][C:2]1[CH:7]=[CH:6][C:5]([F:8])=[CH:4][C:3]=1[C@H:9]1[CH2:13][CH2:12][CH2:11][N:10]1[C:14]1[CH:19]=[CH:18][N:17]2[N:20]=[CH:21][C:22](/[CH:23]=[CH:24]/[C:25](O)=[O:26])=[C:16]2[N:15]=1.CN(C(ON1N=NC2C=CC=NC1=2)=[N+](C)C)C.F[P-](F)(F)(F)(F)F.CCN(C(C)C)C(C)C.[N:61]1([C:68]([O:70][C:71]([CH3:74])([CH3:73])[CH3:72])=[O:69])[CH2:67][CH2:66][CH2:65][NH:64][CH2:63][CH2:62]1. (4) Given the product [C:1]([O:19][CH2:18][C:17]([CH3:20])([CH3:21])[CH2:16][N:15]1[C:9]2[CH:8]=[CH:7][C:6]([Cl:5])=[CH:47][C:10]=2[C@@H:11]([C:37]2[CH:42]=[CH:41][CH:40]=[C:39]([O:43][CH3:44])[C:38]=2[O:45][CH3:46])[O:12][C@H:13]([CH2:23][C:24]([NH:26][CH2:27][CH2:28][C:29]2[O:30][CH:31]=[CH:32][C:33]=2[C:34]([OH:36])=[O:35])=[O:25])[C:14]1=[O:22])(=[O:3])[CH3:2], predict the reactants needed to synthesize it. The reactants are: [C:1](Cl)(=[O:3])[CH3:2].[Cl:5][C:6]1[CH:7]=[CH:8][C:9]2[N:15]([CH2:16][C:17]([CH3:21])([CH3:20])[CH2:18][OH:19])[C:14](=[O:22])[C@@H:13]([CH2:23][C:24]([NH:26][CH2:27][CH2:28][C:29]3[O:30][CH:31]=[CH:32][C:33]=3[C:34]([OH:36])=[O:35])=[O:25])[O:12][C@H:11]([C:37]3[CH:42]=[CH:41][CH:40]=[C:39]([O:43][CH3:44])[C:38]=3[O:45][CH3:46])[C:10]=2[CH:47]=1.N1C=CC=CC=1.